Dataset: Forward reaction prediction with 1.9M reactions from USPTO patents (1976-2016). Task: Predict the product of the given reaction. (1) Given the reactants [OH:1][C:2]1[C:11]2[C:6](=[CH:7][CH:8]=[CH:9][CH:10]=2)[C:5]([NH:17][C:18](=[O:28])[CH2:19][NH:20]C(=O)OC(C)(C)C)([CH2:12][CH2:13][CH:14]([CH3:16])[CH3:15])[C:4](=[O:29])[C:3]=1[C:30]1[NH:35][C:34]2[CH:36]=[CH:37][C:38]([NH:40][S:41]([CH3:44])(=[O:43])=[O:42])=[CH:39][C:33]=2[S:32](=[O:46])(=[O:45])[N:31]=1.Cl, predict the reaction product. The product is: [NH2:20][CH2:19][C:18]([NH:17][C:5]1([CH2:12][CH2:13][CH:14]([CH3:16])[CH3:15])[C:6]2[C:11](=[CH:10][CH:9]=[CH:8][CH:7]=2)[C:2]([OH:1])=[C:3]([C:30]2[NH:35][C:34]3[CH:36]=[CH:37][C:38]([NH:40][S:41]([CH3:44])(=[O:42])=[O:43])=[CH:39][C:33]=3[S:32](=[O:45])(=[O:46])[N:31]=2)[C:4]1=[O:29])=[O:28]. (2) The product is: [CH3:16][O:15][C:14]1[CH:13]=[CH:12][C:11]([C:17]2[CH2:21][C:20]([CH3:22])([C:23]3[O:24][CH:25]=[N:26][N:27]=3)[O:19][N:18]=2)=[CH:10][C:9]=1[OH:8]. Given the reactants C([O:8][C:9]1[CH:10]=[C:11]([C:17]2[CH2:21][C:20]([C:23]3[O:24][CH:25]=[N:26][N:27]=3)([CH3:22])[O:19][N:18]=2)[CH:12]=[CH:13][C:14]=1[O:15][CH3:16])C1C=CC=CC=1, predict the reaction product.